Dataset: Full USPTO retrosynthesis dataset with 1.9M reactions from patents (1976-2016). Task: Predict the reactants needed to synthesize the given product. (1) Given the product [CH:15]1[C:16]2[C:21](=[CH:20][CH:19]=[CH:18][CH:17]=2)[CH2:22][CH2:23][C:14]=1[C:10]1[CH:9]=[C:8]([NH:7][CH3:5])[CH:13]=[CH:12][N:11]=1, predict the reactants needed to synthesize it. The reactants are: C(OC(=O)[C:5]([NH:7][C:8]1[CH:13]=[CH:12][N:11]=[C:10]([C:14]2[CH2:23][CH2:22][C:21]3[C:16](=[CH:17][CH:18]=[CH:19][CH:20]=3)[CH:15]=2)[CH:9]=1)=O)C.[H-].[Al+3].[Li+].[H-].[H-].[H-]. (2) Given the product [CH:1]1([CH2:7][Sn:8]([CH2:15][CH:16]2[CH2:21][CH2:20][CH2:19][CH2:18][CH2:17]2)([O:12][CH2:13][CH3:14])[O:9][Sn:8]([CH2:7][CH:1]2[CH2:6][CH2:5][CH2:4][CH2:3][CH2:2]2)([CH2:15][CH:16]2[CH2:21][CH2:20][CH2:19][CH2:18][CH2:17]2)[O:25][CH2:23][CH3:24])[CH2:6][CH2:5][CH2:4][CH2:3][CH2:2]1, predict the reactants needed to synthesize it. The reactants are: [CH:1]1([CH2:7][Sn:8]([CH2:15][CH:16]2[CH2:21][CH2:20][CH2:19][CH2:18][CH2:17]2)([O:12][CH2:13][CH3:14])[O:9]CC)[CH2:6][CH2:5][CH2:4][CH2:3][CH2:2]1.O.[CH2:23]([OH:25])[CH3:24]. (3) The reactants are: N#N.[F:3][C:4]1[CH:5]=[C:6]([C:10]2[O:14][C:13]([CH3:15])=[N:12][C:11]=2[C:16]([OH:18])=O)[CH:7]=[CH:8][CH:9]=1.C1C=CC2N(O)N=NC=2C=1.C(Cl)CCl.[C:33]([Si:37]([CH3:54])([CH3:53])[O:38][CH:39]([C:41]1[O:42][C:43]([CH2:46][N:47]2[N:51]=[C:50]([NH2:52])[CH:49]=[N:48]2)=[CH:44][N:45]=1)[CH3:40])([CH3:36])([CH3:35])[CH3:34]. Given the product [C:33]([Si:37]([CH3:54])([CH3:53])[O:38][CH:39]([C:41]1[O:42][C:43]([CH2:46][N:47]2[N:51]=[C:50]([NH:52][C:16]([C:11]3[N:12]=[C:13]([CH3:15])[O:14][C:10]=3[C:6]3[CH:7]=[CH:8][CH:9]=[C:4]([F:3])[CH:5]=3)=[O:18])[CH:49]=[N:48]2)=[CH:44][N:45]=1)[CH3:40])([CH3:36])([CH3:35])[CH3:34], predict the reactants needed to synthesize it. (4) Given the product [F:17][C:14]([F:15])([F:16])[O:13][C:10]1[CH:11]=[CH:12][C:7]([N:6]2[CH:2]=[C:3]([C:18]([O:20][CH2:21][CH3:22])=[O:19])[CH:4]=[N:5]2)=[CH:8][CH:9]=1, predict the reactants needed to synthesize it. The reactants are: N[C:2]1[N:6]([C:7]2[CH:12]=[CH:11][C:10]([O:13][C:14]([F:17])([F:16])[F:15])=[CH:9][CH:8]=2)[N:5]=[CH:4][C:3]=1[C:18]([O:20][CH2:21][CH3:22])=[O:19].N(OCCC(C)C)=O. (5) Given the product [CH3:23][C:17]1[C:18]([C:19]([O:21][CH3:22])=[O:20])=[C:6]([C:5]2[CH:8]=[CH:9][C:2]([CH3:1])=[CH:3][CH:4]=2)[N:10]2[N:11]=[CH:12][CH:13]=[C:14]2[N:15]=1, predict the reactants needed to synthesize it. The reactants are: [CH3:1][C:2]1[CH:9]=[CH:8][C:5]([CH:6]=O)=[CH:4][CH:3]=1.[NH:10]1[C:14]([NH2:15])=[CH:13][CH:12]=[N:11]1.O=[C:17]([CH3:23])[CH2:18][C:19]([O:21][CH3:22])=[O:20].C(C1C(=O)C(Cl)=C(Cl)C(=O)C=1C#N)#N. (6) Given the product [OH:25][C:3]1[CH:4]=[C:5](/[CH:11]=[C:12](/[C:15]2[CH:16]=[N:17][C:18]([C:21]([F:24])([F:22])[F:23])=[CH:19][CH:20]=2)\[C:13]#[N:14])[CH:6]=[C:7]([N+:8]([O-:10])=[O:9])[C:2]=1[OH:1], predict the reactants needed to synthesize it. The reactants are: [OH:1][C:2]1[C:7]([N+:8]([O-:10])=[O:9])=[CH:6][C:5](/[CH:11]=[C:12](/[C:15]2[CH:16]=[N:17][C:18]([C:21]([F:24])([F:23])[F:22])=[CH:19][CH:20]=2)\[C:13]#[N:14])=[CH:4][C:3]=1[O:25]C.[Cl-].[Al+3].[Cl-].[Cl-].N1C=CC=CC=1.Cl.